Predict which catalyst facilitates the given reaction. From a dataset of Catalyst prediction with 721,799 reactions and 888 catalyst types from USPTO. (1) Reactant: [Cl:1][C:2]1[S:3][C:4]([Cl:14])=[C:5]2[S:10](=[O:12])(=[O:11])[N:9]=[CH:8][N:7]([CH3:13])[C:6]=12.[BH4-].[Na+]. Product: [Cl:1][C:2]1[S:3][C:4]([Cl:14])=[C:5]2[S:10](=[O:12])(=[O:11])[NH:9][CH2:8][N:7]([CH3:13])[C:6]=12. The catalyst class is: 32. (2) Reactant: Br[C:2]1[C:3]([C:16]2[CH:21]=[CH:20][N:19]=[CH:18][C:17]=2[Cl:22])=[CH:4][C:5]([N:8]2[CH2:13][CH2:12][S:11](=[O:15])(=[O:14])[CH2:10][CH2:9]2)=[N:6][CH:7]=1.[F:23][C:24]([F:35])([F:34])[C:25]1[CH:30]=[CH:29][C:28](B(O)O)=[CH:27][CH:26]=1.C([O-])([O-])=O.[Na+].[Na+].O1CCOCC1. Product: [Cl:22][C:17]1[CH:18]=[N:19][CH:20]=[CH:21][C:16]=1[C:3]1[C:2]([C:28]2[CH:29]=[CH:30][C:25]([C:24]([F:35])([F:34])[F:23])=[CH:26][CH:27]=2)=[CH:7][N:6]=[C:5]([N:8]2[CH2:13][CH2:12][S:11](=[O:15])(=[O:14])[CH2:10][CH2:9]2)[CH:4]=1. The catalyst class is: 103. (3) Reactant: C([O:9][CH2:10][C@@H:11]1[C:15]([O:17]C(=O)C)([CH3:16])[C@:14]([F:22])([CH3:21])[CH:13]([N:23]2[CH:28]=[C:27]([CH3:29])[C:26](=[O:30])[NH:25][C:24]2=[O:31])[O:12]1)(=O)C1C=CC=CC=1.CO. Product: [F:22][C:14]1([CH3:21])[C@@:15]([OH:17])([CH3:16])[CH:11]([CH2:10][OH:9])[O:12][C@H:13]1[N:23]1[CH:28]=[C:27]([CH3:29])[C:26](=[O:30])[NH:25][C:24]1=[O:31]. The catalyst class is: 328. (4) Reactant: Br[C:2]1[C:7]2[S:8][C:9]([C:11]3[C:16]([F:17])=[CH:15][CH:14]=[CH:13][C:12]=3[Cl:18])=[N:10][C:6]=2[CH:5]=[CH:4][N:3]=1.C[C:20]1[N:25]=[C:24](N)[CH:23]=[C:22]([N:27]2CCOCC2)[N:21]=1.CC1(C)[C:60]2[C:55](=C(P(C3C=CC=CC=3)C3C=CC=CC=3)C=CC=2)[O:54]C2C(P(C3C=CC=CC=3)C3C=CC=CC=3)=CC=CC1=2.C([O-])([O-])=[O:76].[Cs+].[Cs+]. Product: [Cl:18][C:12]1[CH:13]=[CH:14][CH:15]=[C:16]([F:17])[C:11]=1[C:9]1[S:8][C:7]2[C:2]([NH:27][C:22]3[N:21]=[CH:20][N:25]=[C:24]([CH:60]([OH:76])[CH2:55][OH:54])[CH:23]=3)=[N:3][CH:4]=[CH:5][C:6]=2[N:10]=1. The catalyst class is: 62.